Task: Predict the reaction yield, written as a fraction of the theoretical maximum amount of product (1.0 means a 100% yield; for example, 0.34 means a 34% yield).. Dataset: Reaction yield outcomes from USPTO patents with 853,638 reactions (1) The reactants are [C:1]1([C:18]2[CH:23]=[CH:22][CH:21]=[CH:20][CH:19]=2)[CH:6]=[CH:5][CH:4]=[C:3]([NH:7][C:8]2[N:16]=[CH:15][C:14]([F:17])=[CH:13][C:9]=2[C:10](O)=[O:11])[CH:2]=1.CN(C=O)C.[NH2:29][C@@H:30]1[CH2:35][CH2:34][C@H:33]([NH:36][C:37]([C:39]2[N:40]=[C:41]3[CH:46]=[CH:45][CH:44]=[CH:43][N:42]3[CH:47]=2)=[O:38])[CH2:32][CH2:31]1.CCN(C(C)C)C(C)C. The catalyst is O. The product is [C:1]1([C:18]2[CH:19]=[CH:20][CH:21]=[CH:22][CH:23]=2)[CH:6]=[CH:5][CH:4]=[C:3]([NH:7][C:8]2[C:9]([C:10]([NH:29][C@@H:30]3[CH2:31][CH2:32][C@H:33]([NH:36][C:37]([C:39]4[N:40]=[C:41]5[CH:46]=[CH:45][CH:44]=[CH:43][N:42]5[CH:47]=4)=[O:38])[CH2:34][CH2:35]3)=[O:11])=[CH:13][C:14]([F:17])=[CH:15][N:16]=2)[CH:2]=1. The yield is 0.240. (2) The reactants are [N+:1]([C:4]1[C:9]2[CH:10]=[CH:11][O:12][C:8]=2[C:7]([CH2:13][C:14]#[N:15])=[CH:6][CH:5]=1)([O-])=O.[C:16](OC(=O)C)(=[O:18])[CH3:17].O1CCCC1.[H][H]. The catalyst is [Pd].C(OCC)(=O)C. The product is [C:14]([CH2:13][C:7]1[C:8]2[O:12][CH:11]=[CH:10][C:9]=2[C:4]([NH:1][C:16](=[O:18])[CH3:17])=[CH:5][CH:6]=1)#[N:15]. The yield is 0.670. (3) The reactants are C([O-])([O-])=O.[Cs+].[Cs+].[NH:7]1[C:15]2[C:10](=[CH:11][CH:12]=[CH:13][CH:14]=2)[C:9]([CH2:16][CH2:17][CH2:18][C:19]([O:21][CH3:22])=[O:20])=[CH:8]1.[CH:23]1[CH:28]=[CH:27][C:26]([CH2:29]Br)=[CH:25][CH:24]=1.O. The catalyst is CC#N. The product is [CH2:29]([N:7]1[C:15]2[C:10](=[CH:11][CH:12]=[CH:13][CH:14]=2)[C:9]([CH2:16][CH2:17][CH2:18][C:19]([O:21][CH3:22])=[O:20])=[CH:8]1)[C:26]1[CH:27]=[CH:28][CH:23]=[CH:24][CH:25]=1. The yield is 0.530.